This data is from Full USPTO retrosynthesis dataset with 1.9M reactions from patents (1976-2016). The task is: Predict the reactants needed to synthesize the given product. (1) Given the product [CH:2]1[CH:3]=[C:4]2[C:9]3[N-:8][C:7]([C:5]2=[CH:6][CH:1]=1)=[N:39][C:38]1=[N:40][C:31]([C:32]2[C:37]1=[CH:36][CH:35]=[CH:34][CH:33]=2)=[N:30][C:28]1=[N:29][C:21]([C:22]2[C:27]1=[CH:26][CH:25]=[CH:24][CH:23]=2)=[N:20][C:18]1[N-:19][C:11](=[C:12]2[C:17]=1[CH:16]=[CH:15][CH:14]=[CH:13]2)[N:10]=3.[O-2:62].[Ti+4:78], predict the reactants needed to synthesize it. The reactants are: [CH:1]1[CH:2]=[CH:3][C:4]2[C:5](=[C:7]3[N:39]=[C:38]4[N:40]=[C:31]([C:32]5[CH:33]=[CH:34][CH:35]=[CH:36][C:37]=54)[N:30]=[C:28]4[NH:29][C:21]([C:22]5[CH:23]=[CH:24][CH:25]=[CH:26][C:27]=54)=[N:20][C:18]4=[N:19][C:11]([C:12]5[CH:13]=[CH:14][CH:15]=[CH:16][C:17]=54)=[N:10][C:9]=2[NH:8]3)[CH:6]=1.N=C1C2C(=CC=CC=2)C(=N)N1.C1C=C(C#N)C(C#N)=CC=1.[O-:62]CCC.[O-]CCC.[O-]CCC.[O-]CCC.[Ti+4:78]. (2) Given the product [CH2:20]([O:13][C:3]1[C:4]([I:12])=[C:5]2[C:10](=[CH:11][C:2]=1[Cl:1])[N:9]=[CH:8][CH:7]=[CH:6]2)[C:21]1[CH:26]=[CH:25][CH:24]=[CH:23][CH:22]=1, predict the reactants needed to synthesize it. The reactants are: [Cl:1][C:2]1[CH:11]=[C:10]2[C:5]([CH:6]=[CH:7][CH:8]=[N:9]2)=[C:4]([I:12])[C:3]=1[OH:13].C(=O)([O-])[O-].[K+].[K+].[CH2:20](Br)[C:21]1[CH:26]=[CH:25][CH:24]=[CH:23][CH:22]=1.[I-].[Na+]. (3) Given the product [Cl:1][C:2]1[C:7]2=[N:8][CH:9]=[C:10]([O:12][CH2:13][C:14]3[N:18]=[C:17]([CH3:16])[O:33][CH:32]=3)[N:11]=[C:6]2[CH:5]=[CH:4][N:3]=1, predict the reactants needed to synthesize it. The reactants are: [Cl:1][C:2]1[C:7]2=[N:8][CH:9]=[C:10]([O:12][CH2:13][C:14]3O[CH:16]=[CH:17][N:18]=3)[N:11]=[C:6]2[CH:5]=[CH:4][N:3]=1.ClC1N=C2C=CN=C(Cl)C2=NC=1.C[C:32]1[O:33]C=C(CO)N=1. (4) Given the product [CH3:35][CH:34]([O:30][C:29]([CH2:28][CH2:27][CH2:26]/[CH:25]=[CH:24]\[CH2:23][C@@H:3]1[C@@H:4](/[CH:7]=[CH:8]/[C@@H:9]([OH:22])[CH2:10][O:11][C:12]2[CH:13]=[CH:14][CH:15]=[C:16]([C:18]([F:21])([F:20])[F:19])[CH:17]=2)[C@H:5]([OH:6])[CH2:1][C@@H:2]1[OH:32])=[O:31])[CH3:43].[NH2:33][C@H:34]([C:43]([OH:45])=[O:44])[CH2:35][CH2:36][CH2:37][CH2:38][NH:39][C:40]([NH2:42])=[NH:41], predict the reactants needed to synthesize it. The reactants are: [CH2:1]1[C@@H:5]([OH:6])[C@H:4](/[CH:7]=[CH:8]/[C@@H:9]([OH:22])[CH2:10][O:11][C:12]2[CH:17]=[C:16]([C:18]([F:21])([F:20])[F:19])[CH:15]=[CH:14][CH:13]=2)[C@@H:3]([CH2:23]/[CH:24]=[CH:25]\[CH2:26][CH2:27][CH2:28][C:29]([OH:31])=[O:30])[C@H:2]1[OH:32].[NH2:33][C@H:34]([C:43]([OH:45])=[O:44])[CH2:35][CH2:36][CH2:37][CH2:38][NH:39][C:40]([NH2:42])=[NH:41]. (5) Given the product [BrH:28].[BrH:28].[N:17]1[CH2:18][CH2:19][CH2:20][C:15](=[CH:14][C:12]2[S:13][C:9]([C:6]3[CH:7]=[CH:8][C:3]([OH:2])=[CH:4][CH:5]=3)=[CH:10][CH:11]=2)[C:16]=1[C:21]1[CH:22]=[N:23][CH:24]=[CH:25][CH:26]=1, predict the reactants needed to synthesize it. The reactants are: C[O:2][C:3]1[CH:8]=[CH:7][C:6]([C:9]2[S:13][C:12]([CH:14]=[C:15]3[CH2:20][CH2:19][CH2:18][N:17]=[C:16]3[C:21]3[CH:22]=[N:23][CH:24]=[CH:25][CH:26]=3)=[CH:11][CH:10]=2)=[CH:5][CH:4]=1.B(Br)(Br)[Br:28]. (6) Given the product [CH3:32][O:33][C:34]1[CH:35]=[C:36]([NH:37][C:2]2[C:3]3[NH:22][N:21]=[CH:20][C:4]=3[N:5]=[C:6]([C:8]3[CH:13]=[CH:12][CH:11]=[C:10]([C:14]4[CH:15]=[N:16][CH:17]=[CH:18][CH:19]=4)[CH:9]=3)[N:7]=2)[CH:38]=[CH:39][C:40]=1[O:41][CH3:42], predict the reactants needed to synthesize it. The reactants are: Cl[C:2]1[C:3]2[C:4](=[CH:20][N:21](CC3C=CC(OC)=CC=3)[N:22]=2)[N:5]=[C:6]([C:8]2[CH:13]=[CH:12][CH:11]=[C:10]([C:14]3[CH:15]=[N:16][CH:17]=[CH:18][CH:19]=3)[CH:9]=2)[N:7]=1.[CH3:32][O:33][C:34]1[CH:35]=[C:36]([CH:38]=[CH:39][C:40]=1[O:41][CH3:42])[NH2:37].Cl. (7) Given the product [I:1][C:2]1[CH:8]=[CH:7][C:5]([NH:6][C:10]2[N:15]=[C:14]([O:16][CH3:17])[CH:13]=[C:12]([O:18][CH3:19])[N:11]=2)=[CH:4][CH:3]=1, predict the reactants needed to synthesize it. The reactants are: [I:1][C:2]1[CH:8]=[CH:7][C:5]([NH2:6])=[CH:4][CH:3]=1.Cl[C:10]1[N:15]=[C:14]([O:16][CH3:17])[CH:13]=[C:12]([O:18][CH3:19])[N:11]=1.[H-].[Na+]. (8) Given the product [NH:35]1[C:36]2[C:37](=[C:4]([C:2]3[N:3]=[C:4]([N:22]4[CH2:27][CH2:26][O:25][CH2:24][CH2:23]4)[C:5]4[S:10][C:9]([CH2:11][N:12]5[CH2:17][CH2:16][N:15]([S:18]([CH3:21])(=[O:20])=[O:19])[CH2:14][CH2:13]5)=[CH:8][C:6]=4[N:7]=3)[CH:5]=[CH:6][CH:8]=2)[CH:33]=[CH:34]1, predict the reactants needed to synthesize it. The reactants are: Cl[C:2]1[N:3]=[C:4]([N:22]2[CH2:27][CH2:26][O:25][CH2:24][CH2:23]2)[C:5]2[S:10][C:9]([CH2:11][N:12]3[CH2:17][CH2:16][N:15]([S:18]([CH3:21])(=[O:20])=[O:19])[CH2:14][CH2:13]3)=[CH:8][C:6]=2[N:7]=1.CS(N1[CH2:37][CH2:36][NH:35][CH2:34][CH2:33]1)(=O)=O.